This data is from Reaction yield outcomes from USPTO patents with 853,638 reactions. The task is: Predict the reaction yield, written as a fraction of the theoretical maximum amount of product (1.0 means a 100% yield; for example, 0.34 means a 34% yield). (1) The reactants are [Br:1][C:2]1[CH:10]=[CH:9][C:8]([N:11]([CH3:13])[CH3:12])=[CH:7][C:3]=1[C:4](O)=[O:5].C(=O)([O-])[O-].[NH4+:18].[NH4+].O. The catalyst is CN(C=O)C. The product is [Br:1][C:2]1[CH:10]=[CH:9][C:8]([N:11]([CH3:13])[CH3:12])=[CH:7][C:3]=1[C:4]([NH2:18])=[O:5]. The yield is 0.270. (2) The reactants are [CH:1]([C:4]1[CH:9]=[CH:8][C:7]([CH:10]2[C:14]3[C:15]([CH3:22])=[C:16]([NH2:21])[C:17]([CH3:20])=[C:18]([CH3:19])[C:13]=3[O:12][C:11]2([CH3:24])[CH3:23])=[CH:6][CH:5]=1)([CH3:3])[CH3:2].[CH3:25][O:26][C:27]1[CH:32]=[CH:31][C:30]([CH2:33][CH2:34][C:35](Cl)=[O:36])=[CH:29][CH:28]=1. The catalyst is C(OCC)(=O)C.CCCCCC. The product is [CH:1]([C:4]1[CH:9]=[CH:8][C:7]([CH:10]2[C:14]3[C:15]([CH3:22])=[C:16]([NH:21][C:35](=[O:36])[CH2:34][CH2:33][C:30]4[CH:31]=[CH:32][C:27]([O:26][CH3:25])=[CH:28][CH:29]=4)[C:17]([CH3:20])=[C:18]([CH3:19])[C:13]=3[O:12][C:11]2([CH3:24])[CH3:23])=[CH:6][CH:5]=1)([CH3:3])[CH3:2]. The yield is 0.720. (3) The reactants are [CH3:1][S:2]([C:5]1[CH:10]=[CH:9][C:8]([NH:11][C:12]2[C:13]3[N:14]([C:18]([C:21]#[C:22][Si](C)(C)C)=[CH:19][N:20]=3)[CH:15]=[CH:16][CH:17]=2)=[CH:7][CH:6]=1)(=[O:4])=[O:3].[F-].C([N+](CCCC)(CCCC)CCCC)CCC.CO.C(Cl)Cl. The catalyst is C1COCC1. The product is [C:21]([C:18]1[N:14]2[CH:15]=[CH:16][CH:17]=[C:12]([NH:11][C:8]3[CH:9]=[CH:10][C:5]([S:2]([CH3:1])(=[O:4])=[O:3])=[CH:6][CH:7]=3)[C:13]2=[N:20][CH:19]=1)#[CH:22]. The yield is 1.00. (4) The reactants are [CH3:1][O:2][C:3]1[CH:4]=[C:5]([CH:8]=[CH:9][N:10]=1)[C:6]#[N:7].[C:11](OC)(=[O:19])[C:12]1[C:13](=[CH:15][CH:16]=[CH:17][CH:18]=1)[SH:14].C(N(CC)CC)C. The catalyst is C1(C)C=CC=CC=1. The product is [CH3:1][O:2][C:3]1[CH:4]=[C:5]([C:6]2[S:14][C:13]3[CH:15]=[CH:16][CH:17]=[CH:18][C:12]=3[C:11](=[O:19])[N:7]=2)[CH:8]=[CH:9][N:10]=1. The yield is 0.0800. (5) The reactants are C([S:8][C:9]1[CH:18]=[C:17]2[C:12]([C:13]([C:20]3[CH:27]=[CH:26][C:23]([C:24]#[N:25])=[CH:22][C:21]=3[O:28][CH3:29])=[N:14][C:15]([CH3:19])=[N:16]2)=[CH:11][CH:10]=1)C1C=CC=CC=1.CC(O)=O.[OH2:34].[Cl:35]N1C(C)(C)C(=O)N(Cl)C1=O.[OH2:46]. The catalyst is C(Cl)Cl. The product is [C:24]([C:23]1[CH:26]=[CH:27][C:20]([C:13]2[C:12]3[C:17](=[CH:18][C:9]([S:8]([Cl:35])(=[O:46])=[O:34])=[CH:10][CH:11]=3)[N:16]=[C:15]([CH3:19])[N:14]=2)=[C:21]([O:28][CH3:29])[CH:22]=1)#[N:25]. The yield is 0.613. (6) The reactants are [C:1]([O:5][C:6](=[O:21])[CH2:7][C@@H:8]([CH2:12][CH2:13][CH2:14][CH:15]1[CH2:20][CH2:19][CH2:18][CH2:17][CH2:16]1)[C:9]([OH:11])=[O:10])([CH3:4])([CH3:3])[CH3:2].C(N1C=CN=C1)(N1C=CN=C1)=O.CN(C)N1C=CC=CC1.[NH2:43][C:44](=[N:48]O)[C:45]([NH2:47])=[O:46]. The catalyst is CN(C)C=O. The product is [NH2:48]/[C:44](=[N:43]\[O:10][C:9]([C@H:8]([CH2:12][CH2:13][CH2:14][CH:15]1[CH2:16][CH2:17][CH2:18][CH2:19][CH2:20]1)[CH2:7][C:6]([O:5][C:1]([CH3:4])([CH3:2])[CH3:3])=[O:21])=[O:11])/[C:45]([NH2:47])=[O:46]. The yield is 0.740.